This data is from Full USPTO retrosynthesis dataset with 1.9M reactions from patents (1976-2016). The task is: Predict the reactants needed to synthesize the given product. (1) Given the product [ClH:35].[NH2:7][C@@H:8]1[C:16]2[C:11](=[C:12]([C:17]3[S:18][C:19]([C:22]4[CH:27]=[CH:26][C:25]([O:28][CH:29]([CH3:31])[CH3:30])=[C:24]([CH:23]=4)[C:32]#[N:33])=[CH:20][N:21]=3)[CH:13]=[CH:14][CH:15]=2)[CH2:10][CH2:9]1, predict the reactants needed to synthesize it. The reactants are: C(OC(=O)[NH:7][C@@H:8]1[C:16]2[C:11](=[C:12]([C:17]3[S:18][C:19]([C:22]4[CH:27]=[CH:26][C:25]([O:28][CH:29]([CH3:31])[CH3:30])=[C:24]([C:32]#[N:33])[CH:23]=4)=[CH:20][N:21]=3)[CH:13]=[CH:14][CH:15]=2)[CH2:10][CH2:9]1)(C)(C)C.[ClH:35]. (2) Given the product [NH:31]1[C:27]([C:23]2[CH:24]=[CH:25][C:26]3[CH:13]([CH:8]4[CH2:9][CH:10]5[NH:5][CH:6]([CH2:12][CH2:11]5)[CH2:7]4)[C:14]4[C:19]([O:20][C:21]=3[CH:22]=2)=[CH:18][CH:17]=[CH:16][CH:15]=4)=[N:28][N:29]=[N:30]1, predict the reactants needed to synthesize it. The reactants are: FC(F)(F)C([N:5]1[CH:10]2[CH2:11][CH2:12][CH:6]1[CH2:7][CH:8]([CH:13]1[C:26]3[CH:25]=[CH:24][C:23]([C:27]4[NH:31][N:30]=[N:29][N:28]=4)=[CH:22][C:21]=3[O:20][C:19]3[C:14]1=[CH:15][CH:16]=[CH:17][CH:18]=3)[CH2:9]2)=O.[OH-].[Na+]. (3) Given the product [C:30]([C:26]1[CH:25]=[C:24]([CH:29]=[CH:28][CH:27]=1)[CH2:23][O:21][CH:9]1[CH:8]([C:5]2[CH:4]=[CH:3][C:2]([F:1])=[CH:7][CH:6]=2)[CH2:13][CH2:12][N:11]([C:14]([O:16][C:17]([CH3:18])([CH3:20])[CH3:19])=[O:15])[CH2:10]1)(=[O:31])[C:32]1[CH:33]=[CH:34][CH:35]=[CH:36][CH:37]=1, predict the reactants needed to synthesize it. The reactants are: [F:1][C:2]1[CH:7]=[CH:6][C:5]([CH:8]2[CH2:13][CH2:12][N:11]([C:14]([O:16][C:17]([CH3:20])([CH3:19])[CH3:18])=[O:15])[CH2:10][CH:9]2[OH:21])=[CH:4][CH:3]=1.Br[CH2:23][C:24]1[CH:25]=[C:26]([C:30]([C:32]2[CH:37]=[CH:36][CH:35]=[CH:34][CH:33]=2)=[O:31])[CH:27]=[CH:28][CH:29]=1. (4) Given the product [CH3:20][C:10]1[CH:15]=[CH:14][C:13]([S:16]([O:9][CH2:8][CH2:7][CH:4]2[CH2:5][CH2:6][O:1][CH2:2][CH2:3]2)(=[O:18])=[O:17])=[CH:12][CH:11]=1, predict the reactants needed to synthesize it. The reactants are: [O:1]1[CH2:6][CH2:5][CH:4]([CH2:7][CH2:8][OH:9])[CH2:3][CH2:2]1.[C:10]1([CH3:20])[CH:15]=[CH:14][C:13]([S:16](Cl)(=[O:18])=[O:17])=[CH:12][CH:11]=1. (5) Given the product [CH2:1]([O:3][C:4]1[CH2:13][C:12]2[C:7]([CH2:6][CH:5]=1)=[CH:8][CH:9]=[CH:10][C:11]=2[N:14]=[C:15]=[S:30])[CH3:2], predict the reactants needed to synthesize it. The reactants are: [CH2:1]([O:3][C:4]1[CH2:13][C:12]2[C:11]([NH2:14])=[CH:10][CH:9]=[CH:8][C:7]=2[CH2:6][CH:5]=1)[CH3:2].[C:15](=[S:30])(OC1C=CC=CN=1)OC1C=CC=CN=1. (6) The reactants are: [CH:1]([C:3]1[CH:8]=[CH:7][C:6]([O:9][CH3:10])=[CH:5][C:4]=1OS(C(F)(F)F)(=O)=O)=[O:2].[S:19]1[CH:23]=[CH:22][CH:21]=[C:20]1B(O)O.P([O-])([O-])([O-])=O.[K+].[K+].[K+]. Given the product [CH3:10][O:9][C:6]1[CH:7]=[CH:8][C:3]([CH:1]=[O:2])=[C:4]([C:20]2[S:19][CH:23]=[CH:22][CH:21]=2)[CH:5]=1, predict the reactants needed to synthesize it. (7) Given the product [Cl:11][C:9]1[N:8]=[C:7]([N:22]2[C:23]3[C:19](=[CH:18][C:17]([O:16][CH3:15])=[CH:25][C:24]=3[CH3:26])[CH2:20][CH2:21]2)[C:6](=[O:13])[N:5]([CH:1]([CH3:2])[CH2:3][CH3:4])[CH:10]=1, predict the reactants needed to synthesize it. The reactants are: [CH:1]([N:5]1[CH:10]=[C:9]([Cl:11])[N:8]=[C:7](Cl)[C:6]1=[O:13])([CH2:3][CH3:4])[CH3:2].Cl.[CH3:15][O:16][C:17]1[CH:18]=[C:19]2[C:23](=[C:24]([CH3:26])[CH:25]=1)[NH:22][CH2:21][CH2:20]2.